This data is from Reaction yield outcomes from USPTO patents with 853,638 reactions. The task is: Predict the reaction yield, written as a fraction of the theoretical maximum amount of product (1.0 means a 100% yield; for example, 0.34 means a 34% yield). The reactants are [NH2:1][CH:2]([CH2:16][C:17]1[CH:22]=[CH:21][CH:20]=[CH:19][CH:18]=1)[CH2:3][CH2:4][CH2:5][C:6]1[CH:15]=[CH:14][CH:13]=[CH:12][C:7]=1[C:8]([O:10][CH3:11])=[O:9].CCN(CC)CC.[CH3:30][C:31]([O:34][C:35](O[C:35]([O:34][C:31]([CH3:33])([CH3:32])[CH3:30])=[O:36])=[O:36])([CH3:33])[CH3:32].CC(=O)OCC. The catalyst is C(Cl)Cl. The product is [C:31]([O:34][C:35]([NH:1][CH:2]([CH2:16][C:17]1[CH:22]=[CH:21][CH:20]=[CH:19][CH:18]=1)[CH2:3][CH2:4][CH2:5][C:6]1[CH:15]=[CH:14][CH:13]=[CH:12][C:7]=1[C:8]([O:10][CH3:11])=[O:9])=[O:36])([CH3:33])([CH3:32])[CH3:30]. The yield is 0.680.